Task: Predict the reactants needed to synthesize the given product.. Dataset: Full USPTO retrosynthesis dataset with 1.9M reactions from patents (1976-2016) Given the product [NH:31]1[CH2:32][CH2:33][CH2:34][CH:29]([C:26]2[CH:27]=[CH:28][C:23]([NH:22][C:14]3[N:13]=[C:12]([CH2:11][CH2:10][C:5]4[C:4]([CH2:3][C:2]([NH2:1])=[O:42])=[CH:9][CH:8]=[CH:7][N:6]=4)[C:17]([C:18]([F:20])([F:19])[F:21])=[CH:16][N:15]=3)=[CH:24][CH:25]=2)[CH2:30]1, predict the reactants needed to synthesize it. The reactants are: [NH2:1][C:2](=[O:42])[CH2:3][C:4]1[C:5]([CH2:10][CH2:11][C:12]2[C:17]([C:18]([F:21])([F:20])[F:19])=[CH:16][N:15]=[C:14]([NH:22][C:23]3[CH:28]=[CH:27][C:26]([CH:29]4[CH2:34][CH2:33][CH2:32][N:31](C(OC(C)(C)C)=O)[CH2:30]4)=[CH:25][CH:24]=3)[N:13]=2)=[N:6][CH:7]=[CH:8][CH:9]=1.C(O)(C(F)(F)F)=O.